This data is from Forward reaction prediction with 1.9M reactions from USPTO patents (1976-2016). The task is: Predict the product of the given reaction. Given the reactants [Cl:1][C:2]1[CH:3]=[C:4]([N:9]2[C:13]([C:14]3[CH:15]=[N:16][CH:17]=[C:18]([Cl:20])[CH:19]=3)=[CH:12][C:11]([C:21](O)=[O:22])=[N:10]2)[CH:5]=[CH:6][C:7]=1[F:8].ClC1C=C(N2C(C3C=NC=C(F)C=3)=CC([C:44]([N:46]3[CH2:50][C:49](=[O:51])[NH:48][CH2:47]3)=O)=N2)C=CC=1F.O=C1CNCCN1, predict the reaction product. The product is: [Cl:1][C:2]1[CH:3]=[C:4]([N:9]2[C:13]([C:14]3[CH:15]=[N:16][CH:17]=[C:18]([Cl:20])[CH:19]=3)=[CH:12][C:11]([C:21]([N:46]3[CH2:44][CH2:47][NH:48][C:49](=[O:51])[CH2:50]3)=[O:22])=[N:10]2)[CH:5]=[CH:6][C:7]=1[F:8].